From a dataset of Full USPTO retrosynthesis dataset with 1.9M reactions from patents (1976-2016). Predict the reactants needed to synthesize the given product. (1) Given the product [F:1][C:2]1[CH:3]=[C:4]([CH:13]2[C:22]([CH3:24])([CH3:23])[CH2:21][C:20]3[C:15](=[CH:16][CH:17]=[C:18]([C:25]([NH:32][S:29]([CH3:28])(=[O:31])=[O:30])=[O:27])[CH:19]=3)[NH:14]2)[CH:5]=[C:6]([N:8]2[CH2:9][CH2:10][CH2:11][CH2:12]2)[CH:7]=1, predict the reactants needed to synthesize it. The reactants are: [F:1][C:2]1[CH:3]=[C:4]([CH:13]2[C:22]([CH3:24])([CH3:23])[CH2:21][C:20]3[C:15](=[CH:16][CH:17]=[C:18]([C:25]([OH:27])=O)[CH:19]=3)[NH:14]2)[CH:5]=[C:6]([N:8]2[CH2:12][CH2:11][CH2:10][CH2:9]2)[CH:7]=1.[CH3:28][S:29]([NH2:32])(=[O:31])=[O:30]. (2) Given the product [Cl:29][C:24]1[CH:23]=[C:22]([CH:20]2[CH2:21][CH:19]2[C:17]([OH:18])=[O:16])[CH:27]=[CH:26][C:25]=1[O:28][CH2:2][C:3]1[C:4]([S:9][CH:10]2[CH2:13][CH2:12][CH2:11]2)=[N:5][CH:6]=[CH:7][CH:8]=1, predict the reactants needed to synthesize it. The reactants are: Cl[CH2:2][C:3]1[C:4]([S:9][CH:10]2[CH2:13][CH2:12][CH2:11]2)=[N:5][CH:6]=[CH:7][CH:8]=1.C([O:16][C:17]([CH:19]1[CH2:21][CH:20]1[C:22]1[CH:27]=[CH:26][C:25]([OH:28])=[C:24]([Cl:29])[CH:23]=1)=[O:18])C. (3) Given the product [CH3:1][CH:20]([C:19]1[CH:18]=[CH:17][C:11]([C:12]([O:14][CH2:15][CH3:16])=[O:13])=[CH:10][C:9]=1[N+:6]([O-:8])=[O:7])[CH:21]=[O:22], predict the reactants needed to synthesize it. The reactants are: [C:1](=O)(O)[O-].[Na+].[N+:6]([C:9]1[CH:10]=[C:11]([CH:17]=[CH:18][C:19]=1[CH2:20][CH:21]=[O:22])[C:12]([O:14][CH2:15][CH3:16])=[O:13])([O-:8])=[O:7].CI. (4) Given the product [I:1][C:2]1[CH:3]=[C:4]2[C:8](=[CH:9][CH:10]=1)[NH:7][C:6](=[O:11])[C:5]2=[N:25][NH:24][C:22](=[O:23])[CH2:21][O:20][C:19]1[CH:18]=[CH:17][C:16]([N+:13]([O-:15])=[O:14])=[CH:27][CH:26]=1, predict the reactants needed to synthesize it. The reactants are: [I:1][C:2]1[CH:3]=[C:4]2[C:8](=[CH:9][CH:10]=1)[NH:7][C:6](=[O:11])[C:5]2=O.[N+:13]([C:16]1[CH:27]=[CH:26][C:19]([O:20][CH2:21][C:22]([NH:24][NH2:25])=[O:23])=[CH:18][CH:17]=1)([O-:15])=[O:14]. (5) Given the product [CH2:10]([O:9][C:7]([CH:2]1[NH:1][CH2:6][CH2:5][N:4]([C:12]([O:14][C:15]([CH3:18])([CH3:17])[CH3:16])=[O:13])[CH2:3]1)=[O:8])[CH3:11], predict the reactants needed to synthesize it. The reactants are: [NH:1]1[CH2:6][CH2:5][NH:4][CH2:3][CH:2]1[C:7]([O:9][CH2:10][CH3:11])=[O:8].[C:12](O[C:12]([O:14][C:15]([CH3:18])([CH3:17])[CH3:16])=[O:13])([O:14][C:15]([CH3:18])([CH3:17])[CH3:16])=[O:13]. (6) Given the product [C:11]([O:15][C:16]([N:18]1[CH2:23][CH2:22][CH:21]([CH2:24][CH:25]=[O:26])[CH2:20][CH2:19]1)=[O:17])([CH3:14])([CH3:13])[CH3:12], predict the reactants needed to synthesize it. The reactants are: C(Cl)(=O)C(Cl)=O.CS(C)=O.[C:11]([O:15][C:16]([N:18]1[CH2:23][CH2:22][CH:21]([CH2:24][CH2:25][OH:26])[CH2:20][CH2:19]1)=[O:17])([CH3:14])([CH3:13])[CH3:12].CCN(C(C)C)C(C)C.